Dataset: KCNQ2 potassium channel screen with 302,405 compounds. Task: Binary Classification. Given a drug SMILES string, predict its activity (active/inactive) in a high-throughput screening assay against a specified biological target. (1) The drug is S(=O)(=O)(Nc1nc2c(nc1Nc1cc(OC)ccc1)cccc2)c1sccc1. The result is 0 (inactive). (2) The compound is Clc1ccc(Oc2ncnc3oc(cc23)c2ccccc2)cc1. The result is 0 (inactive).